Dataset: Catalyst prediction with 721,799 reactions and 888 catalyst types from USPTO. Task: Predict which catalyst facilitates the given reaction. (1) Reactant: C(O[CH:6]1[O:10][N:9]=[C:8]([C:11](=[O:20])[C:12]2[CH:17]=[CH:16][C:15]([O:18][CH3:19])=[CH:14][CH:13]=2)[CH2:7]1)CCC.C1(C)C=CC(S(O)(=O)=O)=CC=1.C(=O)([O-])O.[Na+]. Product: [CH3:19][O:18][C:15]1[CH:14]=[CH:13][C:12]([C:11]([C:8]2[CH:7]=[CH:6][O:10][N:9]=2)=[O:20])=[CH:17][CH:16]=1. The catalyst class is: 11. (2) Reactant: [Br:1][C:2]1[CH:7]=[CH:6][C:5]([C:8]2[O:9][C:10]([CH3:21])=[C:11]([CH2:13][CH2:14][CH:15]3SCCCS3)[N:12]=2)=[CH:4][CH:3]=1.C1C[O:25]CC1.C(Cl)Cl. Product: [Br:1][C:2]1[CH:7]=[CH:6][C:5]([C:8]2[O:9][C:10]([CH3:21])=[C:11]([CH2:13][CH2:14][CH:15]=[O:25])[N:12]=2)=[CH:4][CH:3]=1. The catalyst class is: 6. (3) Reactant: [CH3:1][O:2][N:3]([CH3:15])[C:4]([C:6]1[CH:7]=[CH:8][C:9]2[O:13][CH:12]=[CH:11][C:10]=2[CH:14]=1)=[O:5]. Product: [CH3:1][O:2][N:3]([CH3:15])[C:4]([C:6]1[CH:7]=[CH:8][C:9]2[O:13][CH2:12][CH2:11][C:10]=2[CH:14]=1)=[O:5]. The catalyst class is: 29.